This data is from NCI-60 drug combinations with 297,098 pairs across 59 cell lines. The task is: Regression. Given two drug SMILES strings and cell line genomic features, predict the synergy score measuring deviation from expected non-interaction effect. (1) Drug 1: C1=CC(=CC=C1CCC2=CNC3=C2C(=O)NC(=N3)N)C(=O)NC(CCC(=O)O)C(=O)O. Drug 2: C(CCl)NC(=O)N(CCCl)N=O. Cell line: PC-3. Synergy scores: CSS=40.1, Synergy_ZIP=0.724, Synergy_Bliss=-0.998, Synergy_Loewe=-19.1, Synergy_HSA=0.483. (2) Drug 1: CCC1=CC2CC(C3=C(CN(C2)C1)C4=CC=CC=C4N3)(C5=C(C=C6C(=C5)C78CCN9C7C(C=CC9)(C(C(C8N6C)(C(=O)OC)O)OC(=O)C)CC)OC)C(=O)OC.C(C(C(=O)O)O)(C(=O)O)O. Drug 2: C#CCC(CC1=CN=C2C(=N1)C(=NC(=N2)N)N)C3=CC=C(C=C3)C(=O)NC(CCC(=O)O)C(=O)O. Cell line: KM12. Synergy scores: CSS=45.7, Synergy_ZIP=-2.18, Synergy_Bliss=-2.56, Synergy_Loewe=0.0235, Synergy_HSA=-1.45. (3) Drug 1: CNC(=O)C1=CC=CC=C1SC2=CC3=C(C=C2)C(=NN3)C=CC4=CC=CC=N4. Drug 2: C1=CC(=CC=C1CC(C(=O)O)N)N(CCCl)CCCl.Cl. Cell line: HS 578T. Synergy scores: CSS=17.8, Synergy_ZIP=-1.35, Synergy_Bliss=7.26, Synergy_Loewe=2.19, Synergy_HSA=3.49. (4) Drug 1: CCC(=C(C1=CC=CC=C1)C2=CC=C(C=C2)OCCN(C)C)C3=CC=CC=C3.C(C(=O)O)C(CC(=O)O)(C(=O)O)O. Drug 2: CC1=C2C(C(=O)C3(C(CC4C(C3C(C(C2(C)C)(CC1OC(=O)C(C(C5=CC=CC=C5)NC(=O)C6=CC=CC=C6)O)O)OC(=O)C7=CC=CC=C7)(CO4)OC(=O)C)O)C)OC(=O)C. Cell line: MDA-MB-231. Synergy scores: CSS=36.2, Synergy_ZIP=14.9, Synergy_Bliss=20.4, Synergy_Loewe=-26.3, Synergy_HSA=15.1. (5) Drug 1: CC1C(C(CC(O1)OC2CC(CC3=C2C(=C4C(=C3O)C(=O)C5=C(C4=O)C(=CC=C5)OC)O)(C(=O)CO)O)N)O.Cl. Drug 2: B(C(CC(C)C)NC(=O)C(CC1=CC=CC=C1)NC(=O)C2=NC=CN=C2)(O)O. Cell line: PC-3. Synergy scores: CSS=65.9, Synergy_ZIP=6.00, Synergy_Bliss=6.80, Synergy_Loewe=-5.13, Synergy_HSA=8.09. (6) Drug 1: CC1C(C(CC(O1)OC2CC(CC3=C2C(=C4C(=C3O)C(=O)C5=C(C4=O)C(=CC=C5)OC)O)(C(=O)CO)O)N)O.Cl. Drug 2: CC1=C(N=C(N=C1N)C(CC(=O)N)NCC(C(=O)N)N)C(=O)NC(C(C2=CN=CN2)OC3C(C(C(C(O3)CO)O)O)OC4C(C(C(C(O4)CO)O)OC(=O)N)O)C(=O)NC(C)C(C(C)C(=O)NC(C(C)O)C(=O)NCCC5=NC(=CS5)C6=NC(=CS6)C(=O)NCCC[S+](C)C)O. Cell line: HT29. Synergy scores: CSS=27.2, Synergy_ZIP=-7.64, Synergy_Bliss=0.794, Synergy_Loewe=-8.13, Synergy_HSA=-0.989. (7) Drug 1: C1=CC=C(C=C1)NC(=O)CCCCCCC(=O)NO. Drug 2: CCN(CC)CCNC(=O)C1=C(NC(=C1C)C=C2C3=C(C=CC(=C3)F)NC2=O)C. Cell line: 786-0. Synergy scores: CSS=12.3, Synergy_ZIP=-3.98, Synergy_Bliss=-4.72, Synergy_Loewe=1.77, Synergy_HSA=-2.07.